From a dataset of NCI-60 drug combinations with 297,098 pairs across 59 cell lines. Regression. Given two drug SMILES strings and cell line genomic features, predict the synergy score measuring deviation from expected non-interaction effect. Drug 1: C1CCN(CC1)CCOC2=CC=C(C=C2)C(=O)C3=C(SC4=C3C=CC(=C4)O)C5=CC=C(C=C5)O. Drug 2: CC(C)NC(=O)C1=CC=C(C=C1)CNNC.Cl. Cell line: SF-539. Synergy scores: CSS=-0.615, Synergy_ZIP=-0.212, Synergy_Bliss=-1.48, Synergy_Loewe=-1.68, Synergy_HSA=-2.02.